This data is from TCR-epitope binding with 47,182 pairs between 192 epitopes and 23,139 TCRs. The task is: Binary Classification. Given a T-cell receptor sequence (or CDR3 region) and an epitope sequence, predict whether binding occurs between them. (1) The epitope is WICLLQFAY. The TCR CDR3 sequence is CASSSGTASTDTQYF. Result: 0 (the TCR does not bind to the epitope). (2) The epitope is FVRATATIPI. The TCR CDR3 sequence is CASMVPGGADSYEQYF. Result: 1 (the TCR binds to the epitope). (3) The epitope is FQPTNGVGY. The TCR CDR3 sequence is CASSGSWESTGELFF. Result: 0 (the TCR does not bind to the epitope). (4) The epitope is VVYRGTTTY. The TCR CDR3 sequence is CASSQETGGSLNYGYTF. Result: 1 (the TCR binds to the epitope). (5) The epitope is VLQAVGACV. The TCR CDR3 sequence is CASSSGGNEQYF. Result: 0 (the TCR does not bind to the epitope). (6) The epitope is EEHVQIHTI. The TCR CDR3 sequence is CASSVLASGSHEQFF. Result: 0 (the TCR does not bind to the epitope). (7) The epitope is FADDLNQLTGY. The TCR CDR3 sequence is CASTQLGTPYNEQFF. Result: 0 (the TCR does not bind to the epitope). (8) The epitope is YVFCTVNAL. The TCR CDR3 sequence is CASSSGTGGTEAFF. Result: 0 (the TCR does not bind to the epitope). (9) The TCR CDR3 sequence is CASSYRDRGYEQFF. The epitope is TLVPQEHYV. Result: 1 (the TCR binds to the epitope). (10) The epitope is LPPAYTNSF. The TCR CDR3 sequence is CASSQDQGVGSSYNEQFF. Result: 0 (the TCR does not bind to the epitope).